From a dataset of Full USPTO retrosynthesis dataset with 1.9M reactions from patents (1976-2016). Predict the reactants needed to synthesize the given product. (1) Given the product [CH3:6][N:7]1[CH2:2][CH2:3][N:4]([C:8]([O:10][C:11]([CH3:14])([CH3:13])[CH3:12])=[O:9])[CH2:5][C@@H:31]1[C:30]([O:29][CH3:34])=[O:32], predict the reactants needed to synthesize it. The reactants are: C[C@@:2]1(C([O-])=O)[NH:7][CH2:6][CH2:5][N:4]([C:8]([O:10][C:11]([CH3:14])([CH3:13])[CH3:12])=[O:9])[CH2:3]1.C=O.[C:30]([O:29][BH-]([O:29][C:30](=[O:32])[CH3:31])[O:29][C:30](=[O:32])[CH3:31])(=[O:32])[CH3:31].[Na+].[CH3:34]C(O)=O. (2) Given the product [CH3:11][O:10][C:6]1[CH:5]=[C:4]([C:3](=[O:12])[CH2:15][CH2:16][CH2:17][CH3:18])[CH:9]=[CH:8][CH:7]=1, predict the reactants needed to synthesize it. The reactants are: CN(OC)[C:3](=[O:12])[C:4]1[CH:9]=[CH:8][CH:7]=[C:6]([O:10][CH3:11])[CH:5]=1.[CH2:15]([Mg]Cl)[CH2:16][CH2:17][CH3:18].Cl. (3) Given the product [F:1][C:2]1[C:6]([F:7])=[CH:5][N:4]([C:8]2[CH:13]=[CH:12][C:11]([N:14]3[CH:19]=[C:18]([O:20][CH3:21])[C:17](=[O:22])[C:16]([C:23]4[N:27]([C:28]5[CH:33]=[CH:32][CH:31]=[CH:30][CH:29]=5)[N:26]=[CH:25][CH:24]=4)=[N:15]3)=[C:10]([O:34][CH2:41][C:42]([F:45])([F:44])[F:43])[CH:9]=2)[CH:3]=1, predict the reactants needed to synthesize it. The reactants are: [F:1][C:2]1[C:6]([F:7])=[CH:5][N:4]([C:8]2[CH:13]=[CH:12][C:11]([N:14]3[CH:19]=[C:18]([O:20][CH3:21])[C:17](=[O:22])[C:16]([C:23]4[N:27]([C:28]5[CH:33]=[CH:32][CH:31]=[CH:30][CH:29]=5)[N:26]=[CH:25][CH:24]=4)=[N:15]3)=[C:10]([OH:34])[CH:9]=2)[CH:3]=1.FC(F)(F)S(O[CH2:41][C:42]([F:45])([F:44])[F:43])(=O)=O.C(=O)([O-])[O-].[K+].[K+].O.